This data is from Peptide-MHC class II binding affinity with 134,281 pairs from IEDB. The task is: Regression. Given a peptide amino acid sequence and an MHC pseudo amino acid sequence, predict their binding affinity value. This is MHC class II binding data. (1) The peptide sequence is AGELELQFRRVKSKYPEGTK. The MHC is DRB1_0301 with pseudo-sequence DRB1_0301. The binding affinity (normalized) is 0.420. (2) The peptide sequence is AFKVAATAANAIPAN. The MHC is DRB1_0401 with pseudo-sequence DRB1_0401. The binding affinity (normalized) is 0.782. (3) The peptide sequence is LAWLVQASANSAAMA. The MHC is HLA-DPA10103-DPB10401 with pseudo-sequence HLA-DPA10103-DPB10401. The binding affinity (normalized) is 0.273. (4) The peptide sequence is AWMSAAAAQAEQAAT. The MHC is DRB1_1101 with pseudo-sequence DRB1_1101. The binding affinity (normalized) is 0.140. (5) The peptide sequence is KEPLKECGGILQAYD. The MHC is DRB1_0101 with pseudo-sequence DRB1_0101. The binding affinity (normalized) is 0.499.